This data is from Experimentally validated miRNA-target interactions with 360,000+ pairs, plus equal number of negative samples. The task is: Binary Classification. Given a miRNA mature sequence and a target amino acid sequence, predict their likelihood of interaction. (1) The miRNA is mmu-miR-297a-5p with sequence AUGUAUGUGUGCAUGUGCAUGU. The protein sequence of the target gene is MSAAQGWDRNRRRGGGAAGGASGVSGAGAAGGGRGTGQLNRFVQLSGRPHLPGKKKIRWDPVRRRFIQSCPIIRIPNRFLRGHRPPPARSGHRCVADNTNLYVFGGYNPDYDESGGPDNEDYPLFRELWRYHFATGVWHQMGTDGYMPRELASMSLVLHGNNLLVFGGTGIPFGESNGNDVHVCNVKYKRWALLSCRGKRPSRIYGQAMALINGSLYVFGGTTGYIYSTDLHKLDLNTMVWTQLKPNNLSCDLPEERYRHEIAHDGQRIYILGGGTSWTAYSLNKIHAYNLETNAWEEIA.... Result: 1 (interaction). (2) The miRNA is hsa-miR-526b-3p with sequence GAAAGUGCUUCCUUUUAGAGGC. The protein sequence of the target gene is MASDLESSLTSIDWLPQLTLRATIEKLGSASQAGPPGSSRKCSPGSPTDPNATLSKDEAAVHQDGKPRYSYATLITYAINSSPAKKMTLSEIYRWICDNFPYYKNAGIGWKNSIRHNLSLNKCFRKVPRPRDDPGKGSYWTIDTCPDISRKRRHPPDDDLSQDSPEQEASKSPRGGVAGSGEASLPPEGNPQMSLQSPTSIASYSQGTGSVDGGAVAAGASGRESAEGPPPLYNTNHDFKFSYSEINFQDLSWSFRNLYKSMLEKSSSSSQHGFSSLLGDIPPSNNYYMYQQQQPPPPQQ.... Result: 1 (interaction). (3) The miRNA is hsa-miR-187-5p with sequence GGCUACAACACAGGACCCGGGC. Result: 1 (interaction). The protein sequence of the target gene is MAQVRETSLPSGSGVRWISGGGGGASPEEAVEKAGKMEEAAAGATKASSRREAEEMKLEPLQEREPAPEENLTWSSSGGDEKVLPSIPLRCHSSSSPVCPRRKPRPRPQPRARSRSQPGLSAPPPPPARPPPPPPPPPPPAPRPRAWRGSRRRSRPGSRPQTRRSCSGDLDGSGDPGGLGDWLLEVEFGQGPTGCSHVESFKVGKNWQKNLRLIYQRFVWSGTPETRKRKAKSCICHVCSTHMNRLHSCLSCVFFGCFTEKHIHKHAETKQHHLAVDLYHGVIYCFMCKDYVYDKDIEQI.... (4) The miRNA is hsa-miR-216b-3p with sequence ACACACUUACCCGUAGAGAUUCUA. The protein sequence of the target gene is MQPSGHRLRDVEHHPLLAENDNYDSSSSSSSEADVADRVWFIRDGCGMICAVMTWLLVAYADFVVTFVMLLPSKDFWYSVVNGVIFNCLAVLALSSHLRTMLTDPGAVPKGNATKEYMESLQLKPGEVIYKCPKCCCIKPERAHHCSICKRCIRKMDHHCPWVNNCVGEKNQRFFVLFTMYIALSSVHALILCGFQFISCVRGQWTECSDFSPPITVILLIFLCLEGLLFFTFTAVMFGTQIHSICNDETEIERLKSEKPTWERRLRWEGMKSVFGGPPSLLWMNPFVGFRFRRLPTRPR.... Result: 1 (interaction). (5) The miRNA is hsa-miR-129-5p with sequence CUUUUUGCGGUCUGGGCUUGC. The protein sequence of the target gene is MAERGLEPSPAAVAALPPEVRAQLAELELELSEGDITQKGYEKKRSKLLSPYSPQTQETDSIGQKERNQTPAPTAAQTSAPSKYHRSRSGGARDERYRSDIHTEAVQAALAKHKEQKMALPMPTKRRSTFVQSPADACTPPDTSSASEDEGSLRRQAALSAALQQSLQNAESWINRSIQGSSTSSSASSTLSHGEVKGTSGSLADVFANTRIENVSAPPDVTATTSSSSSSLRPANIDLPPSGIVKGMHKGSNRSSLMDTADGVPVNSRVSTKIQQLLNTLKRPKRPPLKEFFVDDSEEI.... Result: 0 (no interaction). (6) The miRNA is hsa-miR-16-2-3p with sequence CCAAUAUUACUGUGCUGCUUUA. The protein sequence of the target gene is MKRGIRRDPFRKRKLGGRAKKVREPTAVNSFYREASLPSVWASLRRREMVRSGARPGQVLSSGRHTGPAKLTNGKKATYLRKIPRFNADSGYSIHSDSESQAETVHGLDGCASLLRDILRNEDSGSETAYLENRSNSRPLESKRYGSKKKRHEKHTIPLVVQKETSSSDNKKQIPNEASARSERDTSDLEQNWSLQDHYRMYSPIIYQALCEHVQTQMSLMNDLTSKNIPNGIPAVPCHAPSHSESQATPHSSYGLCTSTPVWSLQRPPCPPKVHSEVQTDGNSQFASQGKTVSATCTDV.... Result: 1 (interaction).